Dataset: Forward reaction prediction with 1.9M reactions from USPTO patents (1976-2016). Task: Predict the product of the given reaction. (1) The product is: [CH2:9]([NH:1][C@@H:2]([CH2:4][CH2:5][CH2:6][CH2:7][CH3:8])[CH3:3])[C:10]1[CH:15]=[CH:14][CH:13]=[CH:12][CH:11]=1. Given the reactants [NH2:1][C@@H:2]([CH2:4][CH2:5][CH2:6][CH2:7][CH3:8])[CH3:3].[CH:9](=O)[C:10]1[CH:15]=[CH:14][CH:13]=[CH:12][CH:11]=1.C(O[BH-](OC(=O)C)OC(=O)C)(=O)C.[Na+].[OH-].[Na+], predict the reaction product. (2) Given the reactants Cl.[NH2:2][C@H:3]([C:5]([C@@H:7]1[C:13]2[CH:14]=[CH:15][CH2:16][CH2:17][C:12]=2[CH2:11][CH:10]([NH2:18])[N:9]([CH3:19])[C:8]1=[O:20])=[O:6])[CH3:4].C([NH:28][CH:29]([CH2:33][C:34]([F:37])([F:36])[F:35])[C:30](O)=[O:31])(OC(C)(C)C)=O, predict the reaction product. The product is: [NH2:28][CH:29]([CH2:33][C:34]([F:37])([F:36])[F:35])[C:30]([NH:2][C@H:3]([C:5]([C@@H:7]1[C:13]2[CH:14]=[CH:15][CH2:16][CH2:17][C:12]=2[CH2:11][CH:10]([NH2:18])[N:9]([CH3:19])[C:8]1=[O:20])=[O:6])[CH3:4])=[O:31]. (3) Given the reactants [F:1][C:2]1[CH:3]=[CH:4][C:5]2[N:6]([CH:8]=[C:9]([C:11]([NH:13][C@H:14]3[CH2:19][CH2:18][C@@H:17]([N:20]4[C:25](=[O:26])[C:24]5[CH:27]=[C:28]([F:31])[CH:29]=[N:30][C:23]=5[N:22]([C:32]5[CH:33]=[C:34]([C:38]6[CH:43]=[CH:42][C:41]([OH:44])=[CH:40][CH:39]=6)[CH:35]=[CH:36][CH:37]=5)[C:21]4=[O:45])[CH2:16][CH2:15]3)=[O:12])[N:10]=2)[CH:7]=1.C(=O)([O-])[O-].[Cs+].[Cs+].[I-].[K+].Cl.[CH3:55][N:56]([CH3:60])[CH2:57][CH2:58]Cl, predict the reaction product. The product is: [CH3:55][N:56]([CH3:60])[CH2:57][CH2:58][O:44][C:41]1[CH:40]=[CH:39][C:38]([C:34]2[CH:35]=[CH:36][CH:37]=[C:32]([N:22]3[C:23]4[N:30]=[CH:29][C:28]([F:31])=[CH:27][C:24]=4[C:25](=[O:26])[N:20]([C@@H:17]4[CH2:18][CH2:19][C@H:14]([NH:13][C:11]([C:9]5[N:10]=[C:5]6[CH:4]=[CH:3][C:2]([F:1])=[CH:7][N:6]6[CH:8]=5)=[O:12])[CH2:15][CH2:16]4)[C:21]3=[O:45])[CH:33]=2)=[CH:43][CH:42]=1. (4) Given the reactants [NH2:1][CH2:2][CH2:3][CH2:4][N:5]1[C:14]2[C:9](=[N:10][CH:11]=[C:12]([CH2:15][C:16]3[CH:21]=[CH:20][C:19]([F:22])=[CH:18][CH:17]=3)[CH:13]=2)[C:8]([OH:23])=[C:7]([C:24]([NH:26][CH2:27][CH2:28][O:29][CH2:30][CH3:31])=[O:25])[C:6]1=[O:32].[N:33]1([C:39](Cl)=[O:40])[CH2:38][CH2:37][O:36][CH2:35][CH2:34]1, predict the reaction product. The product is: [CH2:30]([O:29][CH2:28][CH2:27][NH:26][C:24]([C:7]1[C:6](=[O:32])[N:5]([CH2:4][CH2:3][CH2:2][NH:1][C:39]([N:33]2[CH2:38][CH2:37][O:36][CH2:35][CH2:34]2)=[O:40])[C:14]2[C:9]([C:8]=1[OH:23])=[N:10][CH:11]=[C:12]([CH2:15][C:16]1[CH:17]=[CH:18][C:19]([F:22])=[CH:20][CH:21]=1)[CH:13]=2)=[O:25])[CH3:31]. (5) Given the reactants [NH2:1][C:2]1[N:7]=[CH:6][C:5]([O:8][C:9]2[CH:10]=[C:11]([NH:15][C:16]([C:18]3[CH:23]=[CH:22][CH:21]=[C:20]([CH3:24])[N:19]=3)=[O:17])[CH:12]=[CH:13][CH:14]=2)=[CH:4][CH:3]=1.[C:25]1([CH3:35])[CH:30]=[CH:29][C:28]([S:31](Cl)(=[O:33])=[O:32])=[CH:27][CH:26]=1, predict the reaction product. The product is: [CH3:24][C:20]1[N:19]=[C:18]([C:16]([NH:15][C:11]2[CH:12]=[CH:13][CH:14]=[C:9]([O:8][C:5]3[CH:6]=[N:7][C:2]([NH:1][S:31]([C:28]4[CH:29]=[CH:30][C:25]([CH3:35])=[CH:26][CH:27]=4)(=[O:33])=[O:32])=[CH:3][CH:4]=3)[CH:10]=2)=[O:17])[CH:23]=[CH:22][CH:21]=1.